From a dataset of Forward reaction prediction with 1.9M reactions from USPTO patents (1976-2016). Predict the product of the given reaction. (1) The product is: [Cl:34][C:26]1[CH:27]=[C:28]([C:29]2[S:30][CH:31]=[CH:32][CH:33]=2)[C:22]2[O:21][C:20]([CH2:19][NH2:16])([CH3:35])[CH2:24][C:23]=2[CH:25]=1. Given the reactants S(C1C=CC(C)=CC=1)([O-])(=O)=O.[N-]=[N+]=[N-].[Na+].[N:16]([CH2:19][C:20]1([CH3:35])[CH2:24][C:23]2[CH:25]=[C:26]([Cl:34])[CH:27]=[C:28]([C:29]3[S:30][CH:31]=[CH:32][CH:33]=3)[C:22]=2[O:21]1)=[N+]=[N-].[N-]=[N+]=[N-], predict the reaction product. (2) Given the reactants [CH2:1]([Li])[CH2:2][CH2:3]C.[C:6]([O:10][C:11]([N:13]1[CH2:18][CH2:17][C:16](=[O:19])[CH2:15][CH:14]1[C:20]([OH:22])=[O:21])=[O:12])([CH3:9])([CH3:8])[CH3:7].[CH3:23]COC(C)=O.[NH4+].[Cl-], predict the reaction product. The product is: [CH3:23][O:21][C:20]([CH:14]1[CH2:15][C:16]([CH2:3][CH:2]=[CH2:1])([OH:19])[CH2:17][CH2:18][N:13]1[C:11]([O:10][C:6]([CH3:9])([CH3:7])[CH3:8])=[O:12])=[O:22]. (3) Given the reactants [C:1]([C:3]1[CH:8]=[CH:7][C:6]([C:9]2[C:13]([CH2:14]O)=[C:12]([CH3:16])[O:11][N:10]=2)=[CH:5][CH:4]=1)#[N:2].CN1CCOCC1.CS([Cl:28])(=O)=O, predict the reaction product. The product is: [Cl:28][CH2:14][C:13]1[C:9]([C:6]2[CH:7]=[CH:8][C:3]([C:1]#[N:2])=[CH:4][CH:5]=2)=[N:10][O:11][C:12]=1[CH3:16]. (4) Given the reactants [CH2:1]([O:3][CH2:4][CH2:5][N:6]1[C:10]2=[N:11][CH:12]=[CH:13][CH:14]=[C:9]2[C:8](N2CCCCC2)=[CH:7]1)[CH3:2].[CH3:21][O:22][C:23](=[O:36])[C:24]1[CH:29]=[CH:28][C:27]([O:30][CH3:31])=[CH:26][C:25]=1[O:32][CH2:33][CH2:34]Cl, predict the reaction product. The product is: [CH3:21][O:22][C:23](=[O:36])[C:24]1[CH:29]=[CH:28][C:27]([O:30][CH3:31])=[CH:26][C:25]=1[O:32][CH2:33][CH2:34][N:11]1[CH2:12][CH2:13][CH:14]([C:8]2[C:9]3[C:10](=[N:11][CH:12]=[CH:13][CH:14]=3)[N:6]([CH2:5][CH2:4][O:3][CH2:1][CH3:2])[CH:7]=2)[CH2:9][CH2:10]1. (5) The product is: [ClH:37].[NH2:11][CH2:12][C:13](=[O:36])[CH2:14][CH2:15][C:16]([O:18][CH2:19][CH2:20][CH2:21][CH2:22][CH2:23][CH2:24][CH2:25][C:26]([OH:28])=[O:27])=[O:17]. Given the reactants C([NH:11][CH2:12][C:13](=[O:36])[CH2:14][CH2:15][C:16]([O:18][CH2:19][CH2:20][CH2:21][CH2:22][CH2:23][CH2:24][CH2:25][C:26]([O:28]CC1C=CC=CC=1)=[O:27])=[O:17])(OCC1C=CC=CC=1)=O.[ClH:37].[H][H], predict the reaction product. (6) The product is: [Br:1][C:2]1[CH:10]=[CH:9][C:5]([C:6]([N:11]2[CH2:16][CH2:15][O:14][CH2:13][CH2:12]2)=[O:7])=[CH:4][CH:3]=1. Given the reactants [Br:1][C:2]1[CH:10]=[CH:9][C:5]([C:6](Cl)=[O:7])=[CH:4][CH:3]=1.[NH:11]1[CH2:16][CH2:15][O:14][CH2:13][CH2:12]1, predict the reaction product. (7) Given the reactants [NH2:1][C:2]1[CH:3]=[C:4]2[C:9](=[CH:10][CH:11]=1)[N:8]=[CH:7][C:6]([C:12]#[N:13])=[C:5]2[NH:14][C:15]1[CH:20]=[CH:19][C:18]([F:21])=[C:17]([Cl:22])[CH:16]=1.[NH:23]1[CH:27]=[CH:26][C:25]([CH:28]=O)=[N:24]1.[BH3-]C#N.[Na+], predict the reaction product. The product is: [Cl:22][C:17]1[CH:16]=[C:15]([NH:14][C:5]2[C:4]3[C:9](=[CH:10][CH:11]=[C:2]([NH:1][CH2:28][C:25]4[CH:26]=[CH:27][NH:23][N:24]=4)[CH:3]=3)[N:8]=[CH:7][C:6]=2[C:12]#[N:13])[CH:20]=[CH:19][C:18]=1[F:21].